Dataset: Reaction yield outcomes from USPTO patents with 853,638 reactions. Task: Predict the reaction yield, written as a fraction of the theoretical maximum amount of product (1.0 means a 100% yield; for example, 0.34 means a 34% yield). (1) The reactants are [C:1]([O:5][C:6](=[O:20])[NH:7][C:8]1[S:9][C:10]2[CH:16]=[C:15]([CH2:17]Br)[CH:14]=[C:13]([Br:19])[C:11]=2[N:12]=1)([CH3:4])([CH3:3])[CH3:2].[NH:21]1[CH:25]=[CH:24][CH:23]=[N:22]1. The catalyst is CN(C=O)C. The product is [C:1]([O:5][C:6](=[O:20])[NH:7][C:8]1[S:9][C:10]2[CH:16]=[C:15]([CH2:17][N:21]3[CH:25]=[CH:24][CH:23]=[N:22]3)[CH:14]=[C:13]([Br:19])[C:11]=2[N:12]=1)([CH3:4])([CH3:3])[CH3:2]. The yield is 0.630. (2) The reactants are [CH2:1]([C:3]1[N:4]([C:28]2[CH:33]=[CH:32][C:31]([O:34][C:35]3([CH2:39][OH:40])[CH2:38][CH2:37][CH2:36]3)=[CH:30][CH:29]=2)[C:5](=[O:27])[C:6]([CH2:12][C:13]2[CH:18]=[CH:17][C:16]([C:19]3[C:20]([C:25]#[N:26])=[CH:21][CH:22]=[CH:23][CH:24]=3)=[CH:15][CH:14]=2)=[C:7]([CH2:9][CH2:10][CH3:11])[N:8]=1)[CH3:2].[N:41]1C(C)=CC=CC=1C.FC(F)(F)S(O[Si](C(C)(C)C)(C)C)(=O)=O.[C:64]([O:67]CC)(=[O:66])C. The catalyst is ClCCl. The product is [CH2:1]([C:3]1[N:4]([C:28]2[CH:33]=[CH:32][C:31]([O:34][C:35]3([CH2:39][OH:40])[CH2:36][CH2:37][CH2:38]3)=[CH:30][CH:29]=2)[C:5](=[O:27])[C:6]([CH2:12][C:13]2[CH:14]=[CH:15][C:16]([C:19]3[CH:24]=[CH:23][CH:22]=[CH:21][C:20]=3[C:25]3[NH:41][C:64](=[O:66])[O:67][N:26]=3)=[CH:17][CH:18]=2)=[C:7]([CH2:9][CH2:10][CH3:11])[N:8]=1)[CH3:2]. The yield is 0.760. (3) The reactants are O1CCOCC1.[CH2:7]([C:9]1[CH:10]=[CH:11][C:12]([CH:15]=[CH2:16])=[N:13][CH:14]=1)[CH3:8].[Br:17]N1C(=O)CCC1=O.[OH2:25]. No catalyst specified. The product is [Br:17][CH2:16][CH:15]([C:12]1[CH:11]=[CH:10][C:9]([CH2:7][CH3:8])=[CH:14][N:13]=1)[OH:25]. The yield is 0.850. (4) The reactants are [NH2:1][CH:2]1[C:8]2[CH:9]=[CH:10][CH:11]=[CH:12][C:7]=2[C:6]2[CH:13]=[CH:14][CH:15]=[N:16][C:5]=2[N:4]([CH2:17][CH2:18][O:19][Si:20]([C:23]([CH3:26])([CH3:25])[CH3:24])([CH3:22])[CH3:21])[C:3]1=[O:27].C(N(CC)CC)C.ON1C2=NC=CC=C2N=N1.[C:45]([O:49][C:50]([NH:52][C@@H:53]([CH3:57])[C:54](O)=[O:55])=[O:51])([CH3:48])([CH3:47])[CH3:46].Cl.CN(C)CCCN=C=NCC. The catalyst is ClCCl. The product is [Si:20]([O:19][CH2:18][CH2:17][N:4]1[C:5]2[N:16]=[CH:15][CH:14]=[CH:13][C:6]=2[C:7]2[CH:12]=[CH:11][CH:10]=[CH:9][C:8]=2[CH:2]([NH:1][C:54](=[O:55])[C@@H:53]([NH:52][C:50](=[O:51])[O:49][C:45]([CH3:47])([CH3:46])[CH3:48])[CH3:57])[C:3]1=[O:27])([C:23]([CH3:24])([CH3:26])[CH3:25])([CH3:21])[CH3:22]. The yield is 0.865. (5) The reactants are [Cl:1][C:2]1[CH:3]=[C:4]([CH:17]=[CH:18][C:19]=1[Cl:20])[CH2:5][C:6]1[CH:16]=[CH:15][C:9]([C:10]([O:12]CC)=[O:11])=[CH:8][CH:7]=1.[OH-].[Li+]. The catalyst is C1COCC1.CO.O. The product is [Cl:1][C:2]1[CH:3]=[C:4]([CH:17]=[CH:18][C:19]=1[Cl:20])[CH2:5][C:6]1[CH:16]=[CH:15][C:9]([C:10]([OH:12])=[O:11])=[CH:8][CH:7]=1. The yield is 0.730.